Predict the reactants needed to synthesize the given product. From a dataset of Full USPTO retrosynthesis dataset with 1.9M reactions from patents (1976-2016). (1) Given the product [CH2:26]([N:10]1[C:9]2[N:8]=[C:7]([CH2:6][C:5]3[CH:4]=[CH:3][C:2]([NH:1][S:42]([C:34]4[C:35]([CH3:41])=[C:36]([CH3:40])[CH:37]=[C:38]([CH3:39])[C:33]=4[CH3:32])(=[O:44])=[O:43])=[CH:31][CH:30]=3)[NH:15][C:14]=2[C:13](=[O:16])[N:12]([CH2:17][C:18]2[CH:23]=[CH:22][CH:21]=[CH:20][C:19]=2[F:24])[C:11]1=[O:25])[CH2:27][CH2:28][CH3:29], predict the reactants needed to synthesize it. The reactants are: [NH2:1][C:2]1[CH:31]=[CH:30][C:5]([CH2:6][C:7]2[NH:15][C:14]3[C:13](=[O:16])[N:12]([CH2:17][C:18]4[CH:23]=[CH:22][CH:21]=[CH:20][C:19]=4[F:24])[C:11](=[O:25])[N:10]([CH2:26][CH2:27][CH2:28][CH3:29])[C:9]=3[N:8]=2)=[CH:4][CH:3]=1.[CH3:32][C:33]1[C:38]([CH3:39])=[CH:37][C:36]([CH3:40])=[C:35]([CH3:41])[C:34]=1[S:42](Cl)(=[O:44])=[O:43]. (2) Given the product [F:1][C:2]1[CH:7]=[CH:6][CH:5]=[C:4]([F:8])[C:3]=1[C:9]1[O:10][C:11]([C:22]([OH:24])=[O:23])=[C:12]([C:14]2[CH:15]=[CH:16][C:17]([O:20][CH3:21])=[CH:18][CH:19]=2)[N:13]=1, predict the reactants needed to synthesize it. The reactants are: [F:1][C:2]1[CH:7]=[CH:6][CH:5]=[C:4]([F:8])[C:3]=1[C:9]1[O:10][C:11]([C:22]([O:24]CC)=[O:23])=[C:12]([C:14]2[CH:19]=[CH:18][C:17]([O:20][CH3:21])=[CH:16][CH:15]=2)[N:13]=1.O.[OH-].[Li+]. (3) Given the product [Cl:1][C:2]1[CH:7]=[CH:6][C:5]([C:8]2[S:9][C:10]([CH2:14][O:15][CH:16]3[CH2:21][CH2:20][CH2:19][N:18]([C:23]4[CH:30]=[CH:29][CH:28]=[CH:27][C:24]=4[CH:25]=[O:26])[CH2:17]3)=[C:11]([CH3:13])[N:12]=2)=[CH:4][CH:3]=1, predict the reactants needed to synthesize it. The reactants are: [Cl:1][C:2]1[CH:7]=[CH:6][C:5]([C:8]2[S:9][C:10]([CH2:14][O:15][CH:16]3[CH2:21][CH2:20][CH2:19][NH:18][CH2:17]3)=[C:11]([CH3:13])[N:12]=2)=[CH:4][CH:3]=1.F[C:23]1[CH:30]=[CH:29][CH:28]=[CH:27][C:24]=1[CH:25]=[O:26].C(=O)([O-])[O-].[Cs+].[Cs+].O. (4) Given the product [OH:18][C:3]1[C:4]([CH3:17])=[CH:5][C:6]([C:20]2[CH:29]=[CH:28][C:23]([C:24]([O:26][CH3:27])=[O:25])=[CH:22][CH:21]=2)=[CH:7][C:2]=1[CH3:1], predict the reactants needed to synthesize it. The reactants are: [CH3:1][C:2]1[CH:7]=[C:6](B2OC(C)(C)C(C)(C)O2)[CH:5]=[C:4]([CH3:17])[C:3]=1[OH:18].Br[C:20]1[CH:29]=[CH:28][C:23]([C:24]([O:26][CH3:27])=[O:25])=[CH:22][CH:21]=1.C([O-])([O-])=O.[Cs+].[Cs+]. (5) Given the product [CH2:1]([O:8][C:9]1[C:10]([O:34][CH3:35])=[CH:11][C:12]2[C:18](=[O:19])[N:17]3[CH:20]=[C:21]([O:23][S:44]([C:47]([F:50])([F:49])[F:48])(=[O:46])=[O:45])[CH2:22][CH:16]3[C:15](=[O:24])[N:14]([CH2:25][O:26][CH2:27][CH2:28][Si:29]([CH3:30])([CH3:31])[CH3:32])[C:13]=2[CH:33]=1)[C:2]1[CH:3]=[CH:4][CH:5]=[CH:6][CH:7]=1, predict the reactants needed to synthesize it. The reactants are: [CH2:1]([O:8][C:9]1[C:10]([O:34][CH3:35])=[CH:11][C:12]2[C:18](=[O:19])[N:17]3[CH2:20][C:21](=[O:23])[CH2:22][CH:16]3[C:15](=[O:24])[N:14]([CH2:25][O:26][CH2:27][CH2:28][Si:29]([CH3:32])([CH3:31])[CH3:30])[C:13]=2[CH:33]=1)[C:2]1[CH:7]=[CH:6][CH:5]=[CH:4][CH:3]=1.N1C(C)=CC=CC=1C.[S:44](O[S:44]([C:47]([F:50])([F:49])[F:48])(=[O:46])=[O:45])([C:47]([F:50])([F:49])[F:48])(=[O:46])=[O:45]. (6) The reactants are: I[C:2]1[CH:7]=[CH:6][CH:5]=[CH:4][C:3]=1[O:8][CH3:9].C[Si]([C:14]#[CH:15])(C)C.C(N(CC)CC)C. Given the product [C:14]([C:2]1[CH:7]=[CH:6][CH:5]=[CH:4][C:3]=1[O:8][CH3:9])#[CH:15], predict the reactants needed to synthesize it. (7) Given the product [C:1]([Si:5]([CH3:39])([CH3:40])[O:6][C@H:7]1[CH2:16][C:15]([CH3:18])([CH3:17])[CH2:14][C:13]2[N:12]=[C:11]([C:19]([CH3:21])=[CH2:20])[C:10]([C:22]3[C:23]([C:30]([F:31])([F:32])[F:33])=[CH:24][CH:25]=[C:26]([CH2:28][OH:29])[CH:27]=3)=[C:9]([CH:34]3[CH2:35][CH2:36][CH2:37][CH2:38]3)[C:8]1=2)([CH3:2])([CH3:3])[CH3:4], predict the reactants needed to synthesize it. The reactants are: [C:1]([Si:5]([CH3:40])([CH3:39])[O:6][C@H:7]1[CH2:16][C:15]([CH3:18])([CH3:17])[CH2:14][C:13]2[N:12]=[C:11]([C:19]([CH3:21])=[CH2:20])[C:10]([C:22]3[C:23]([C:30]([F:33])([F:32])[F:31])=[CH:24][CH:25]=[C:26]([CH:28]=[O:29])[CH:27]=3)=[C:9]([CH:34]3[CH2:38][CH2:37][CH2:36][CH2:35]3)[C:8]1=2)([CH3:4])([CH3:3])[CH3:2].[H-].[NH4+].[Li].Cl. (8) Given the product [F:19][C:16]1[CH:17]=[CH:18][C:13]([C:11]2[N:24]=[C:1]([CH3:2])[O:4][C:5]=2[C:6]([O:8][CH2:9][CH3:10])=[O:7])=[CH:14][CH:15]=1, predict the reactants needed to synthesize it. The reactants are: [C:1]([O:4][CH:5]([C:11]([C:13]1[CH:18]=[CH:17][C:16]([F:19])=[CH:15][CH:14]=1)=O)[C:6]([O:8][CH2:9][CH3:10])=[O:7])(=O)[CH3:2].C([O-])(=O)C.[NH4+:24].